From a dataset of Blood-brain barrier permeability classification from the B3DB database. Regression/Classification. Given a drug SMILES string, predict its absorption, distribution, metabolism, or excretion properties. Task type varies by dataset: regression for continuous measurements (e.g., permeability, clearance, half-life) or binary classification for categorical outcomes (e.g., BBB penetration, CYP inhibition). Dataset: b3db_classification. The drug is CCCCCCCCC[C@@]1(C)OC[C@H](COC(N)=O)O1. The result is 1 (penetrates BBB).